This data is from Forward reaction prediction with 1.9M reactions from USPTO patents (1976-2016). The task is: Predict the product of the given reaction. Given the reactants [N:1]1([S:11]([C:14]2[CH:22]=[CH:21][C:17]([C:18]([OH:20])=O)=[CH:16][CH:15]=2)(=[O:13])=[O:12])[C:10]2[C:5](=[CH:6][CH:7]=[CH:8][CH:9]=2)[CH2:4][CH2:3][CH2:2]1.[N:23]1[CH:28]=[CH:27][CH:26]=[CH:25][C:24]=1[C:29]1[N:30]=[C:31]([NH2:34])[S:32][CH:33]=1, predict the reaction product. The product is: [N:1]1([S:11]([C:14]2[CH:22]=[CH:21][C:17]([C:18]([NH:34][C:31]3[S:32][CH:33]=[C:29]([C:24]4[CH:25]=[CH:26][CH:27]=[CH:28][N:23]=4)[N:30]=3)=[O:20])=[CH:16][CH:15]=2)(=[O:12])=[O:13])[C:10]2[C:5](=[CH:6][CH:7]=[CH:8][CH:9]=2)[CH2:4][CH2:3][CH2:2]1.